From a dataset of Catalyst prediction with 721,799 reactions and 888 catalyst types from USPTO. Predict which catalyst facilitates the given reaction. (1) Reactant: [C:1]([O:5][C:6]([N:8]1[CH2:17][CH2:16][C:15]2[C:10](=[CH:11][CH:12]=[CH:13][C:14]=2/[CH:18]=[CH:19]/[C:20]([OH:22])=[O:21])[CH2:9]1)=[O:7])([CH3:4])([CH3:3])[CH3:2].C([O-])([O-])=O.[Cs+].[Cs+].[CH2:29](I)[CH3:30].O. Product: [C:1]([O:5][C:6]([N:8]1[CH2:17][CH2:16][C:15]2[C:10](=[CH:11][CH:12]=[CH:13][C:14]=2/[CH:18]=[CH:19]/[C:20]([O:22][CH2:29][CH3:30])=[O:21])[CH2:9]1)=[O:7])([CH3:4])([CH3:2])[CH3:3]. The catalyst class is: 23. (2) Reactant: [NH2:1][C:2]1[C:7]([C:8]([NH:10][NH:11][C:12]([C:14]2[CH:19]=[CH:18][C:17]([CH2:20][N:21]([CH3:29])[C:22](=[O:28])[O:23][C:24]([CH3:27])([CH3:26])[CH3:25])=[CH:16][CH:15]=2)=O)=[O:9])=[CH:6][C:5]([Br:30])=[CH:4][N:3]=1.CCN(C(C)C)C(C)C.BrP(Br)(C1C=CC=CC=1)(C1C=CC=CC=1)C1C=CC=CC=1. Product: [NH2:1][C:2]1[C:7]([C:8]2[O:9][C:12]([C:14]3[CH:19]=[CH:18][C:17]([CH2:20][N:21]([CH3:29])[C:22](=[O:28])[O:23][C:24]([CH3:26])([CH3:27])[CH3:25])=[CH:16][CH:15]=3)=[N:11][N:10]=2)=[CH:6][C:5]([Br:30])=[CH:4][N:3]=1. The catalyst class is: 23. (3) Reactant: [N:1]1[CH:6]=[C:5]([C:7]2[CH:8]=[C:9]([CH:13]=[CH:14][CH:15]=2)[C:10]([OH:12])=O)[CH:4]=[N:3][CH:2]=1.[F:16][C:17]([F:27])([F:26])[CH2:18][C:19]1[CH:25]=[CH:24][C:22]([NH2:23])=[CH:21][CH:20]=1. Product: [N:3]1[CH:4]=[C:5]([C:7]2[CH:8]=[C:9]([CH:13]=[CH:14][CH:15]=2)[C:10]([NH:23][C:22]2[CH:24]=[CH:25][C:19]([CH2:18][C:17]([F:16])([F:26])[F:27])=[CH:20][CH:21]=2)=[O:12])[CH:6]=[N:1][CH:2]=1. The catalyst class is: 2.